From a dataset of Full USPTO retrosynthesis dataset with 1.9M reactions from patents (1976-2016). Predict the reactants needed to synthesize the given product. (1) The reactants are: [C:1]1([C:7]2[CH:11]=[CH:10][N:9]([C:12]3[N:34]=[CH:33][CH:32]=[CH:31][C:13]=3[C:14]([NH:16][CH:17]([CH2:23][C:24]3[CH:29]=[CH:28][CH:27]=[C:26]([F:30])[CH:25]=3)[CH:18]([OH:22])[C:19]([OH:21])=O)=[O:15])[N:8]=2)[CH:6]=[CH:5][CH:4]=[CH:3][CH:2]=1.Cl.[CH3:36][O:37][NH2:38]. Given the product [F:30][C:26]1[CH:25]=[C:24]([CH2:23][CH:17]([NH:16][C:14](=[O:15])[C:13]2[CH:31]=[CH:32][CH:33]=[N:34][C:12]=2[N:9]2[CH:10]=[CH:11][C:7]([C:1]3[CH:2]=[CH:3][CH:4]=[CH:5][CH:6]=3)=[N:8]2)[CH:18]([OH:22])[C:19]([NH:38][O:37][CH3:36])=[O:21])[CH:29]=[CH:28][CH:27]=1, predict the reactants needed to synthesize it. (2) Given the product [OH:33][C:32]([CH3:34])([CH3:31])[CH:10]([C:11]1[CH:12]=[C:13]([CH:17]=[CH:18][CH:19]=1)[C:14]([OH:16])=[O:15])[S:7](=[O:8])(=[O:9])[NH2:6], predict the reactants needed to synthesize it. The reactants are: COC1C=C(OC)C=CC=1C[NH:6][S:7]([CH2:10][C:11]1[CH:12]=[C:13]([CH:17]=[CH:18][CH:19]=1)[C:14]([OH:16])=[O:15])(=[O:9])=[O:8].C([Li])CCC.[CH3:31][C:32]([CH3:34])=[O:33].FC(F)(F)C(O)=O. (3) Given the product [C:10]([O:9][C:8]([N:7]([CH2:6][C:5]1[CH:18]=[CH:19][C:2]([F:1])=[CH:3][CH:4]=1)[CH2:15][CH2:16][O:17][C:27]1[CH:26]=[N:25][CH:24]=[C:23]([CH:28]=1)[C:22]([O:21][CH3:20])=[O:30])=[O:14])([CH3:13])([CH3:12])[CH3:11], predict the reactants needed to synthesize it. The reactants are: [F:1][C:2]1[CH:19]=[CH:18][C:5]([CH2:6][N:7]([CH2:15][CH2:16][OH:17])[C:8](=[O:14])[O:9][C:10]([CH3:13])([CH3:12])[CH3:11])=[CH:4][CH:3]=1.[CH3:20][O:21][C:22](=[O:30])[C:23]1[CH:28]=[C:27](O)[CH:26]=[N:25][CH:24]=1.C1(P(C2C=CC=CC=2)C2C=CC=CC=2)C=CC=CC=1.N(C(OCC)=O)=NC(OCC)=O.